This data is from Experimentally validated miRNA-target interactions with 360,000+ pairs, plus equal number of negative samples. The task is: Binary Classification. Given a miRNA mature sequence and a target amino acid sequence, predict their likelihood of interaction. (1) The miRNA is hsa-miR-29c-3p with sequence UAGCACCAUUUGAAAUCGGUUA. The protein sequence of the target gene is MCARMAGRTTAAPRGPYGPWLCLLVALALDVVRVDCGQAPLDPVYLPAALELLDAPEHFRVQQVGHYPPANSSLSSRSETFLLLQPWPRAQPLLRASYPPFATQQVVPPRVTEPHQRPVPWDVRAVSVEAAVTPAEPYARVLFHLKGQDWPPGSGSLPCARLHATHPAGTAHQACRFQPSLGACVVELELPSHWFSQASTTRAELAYTLEPAAEGPGGCGSGEENDPGEQALPVGGVELRPADPPQYQEVPLDEAVTLRVPDMPVRPGQLFSATLLLRHNFTASLLTLRIKVKKGLHVTA.... Result: 1 (interaction). (2) The miRNA is hsa-miR-891a-3p with sequence AGUGGCACAUGUUUGUUGUGAG. The protein sequence of the target gene is MSEDSRGDSRAESAKDLEKQLRLRVCVLSELQKTERDYVGTLEFLVSAFLHRMNQCAASKVDKNVTEETVKMLFSNIEDILAVHKEFLKVVEECLHPEPNAQQEVGTCFLHFKDKFRIYDEYCSNHEKAQKLLLELNKIRTIRTFLLNCMLLGGRKNTDVPLEGYLVTPIQRICKYPLILKELLKRTPRKHSDYAAVMEALQAMKAVCSNINEAKRQMEKLEVLEEWQSHIEGWEGSNITDTCTEMLMCGVLLKISSGNIQERVFFLFDNLLVYCKRKHRRLKNSKASTDGHRYLFRGRI.... Result: 0 (no interaction). (3) The miRNA is mmu-miR-3088-3p with sequence UUCAUGAGCAGCUGCAAAGGUGU. The protein sequence of the target gene is MGAPLLSPGWGAGAAGRRWWMLLAPLLPALLLVRPAGALVEGLYCGTRDCYEVLGVSRSAGKAEIARAYRQLARRYHPDRYRPQPGDEGPGRTPQSAEEAFLLVATAYETLKDEETRKDYDYMLDHPEEYYSHYYHYYSRRLAPKVDVRVVILVSVCAISVFQFFSWWNSYNKAISYLATVPKYRIQATEIAKQQGLLKKAKEKGKNKKSKEEIRDEEENIIKNIIKSKIDIKGGYQKPQICDLLLFQIILAPFHLCSYIVWYCRWIYNFNIKGKEYGEEERLYIIRKSMKMSKSQFDSL.... Result: 0 (no interaction). (4) The miRNA is hsa-miR-520a-3p with sequence AAAGUGCUUCCCUUUGGACUGU. The protein sequence of the target gene is MRRRLWLGLAWLLLARAPDAAGTPSASRGPRSYPHLEGDVRWRRLFSSTHFFLRVDPGGRVQGTRWRHGQDSILEIRSVHVGVVVIKAVSSGFYVAMNRRGRLYGSRLYTVDCRFRERIEENGHNTYASQRWRRRGQPMFLALDRRGGPRPGGRTRRYHLSAHFLPVLVS. Result: 0 (no interaction). (5) The miRNA is hsa-miR-548av-5p with sequence AAAAGUACUUGCGGAUUU. The protein sequence of the target gene is MATLRRLQEAPRHLLVCEKSNFGHDKSRHKHLVETHYHNYRVSFLIPECGLLSKELKSLVMDIGPYYSVKNLPLHELITHEFINTFVKKGSFSALTYNTSIDEDNTVALLPNGKLILSLDKDTYEETGLQGRPSRYSGRKSMKFVISIDLMDLSLNLDSKKYRRISWSFKEKKPLKFDFLLAWHPTGTEESTMMSYFSKYQIQEHQPKVALSTVRELQCPVLRSSGLAGEPEEACSALEFFDWLGAVFCSADLNNEPYNFISTYCCPQPSAVVAQAFLCTITGFILPEKIHVLLEQLCHY.... Result: 0 (no interaction).